From a dataset of Peptide-MHC class II binding affinity with 134,281 pairs from IEDB. Regression. Given a peptide amino acid sequence and an MHC pseudo amino acid sequence, predict their binding affinity value. This is MHC class II binding data. (1) The peptide sequence is DVSGVTPTISYQRSE. The MHC is DRB1_0101 with pseudo-sequence DRB1_0101. The binding affinity (normalized) is 0.242. (2) The peptide sequence is QRMMAEIDTDGDGFI. The MHC is DRB1_0701 with pseudo-sequence DRB1_0701. The binding affinity (normalized) is 0.217.